From a dataset of NCI-60 drug combinations with 297,098 pairs across 59 cell lines. Regression. Given two drug SMILES strings and cell line genomic features, predict the synergy score measuring deviation from expected non-interaction effect. (1) Drug 1: C1=CC(=C2C(=C1NCCNCCO)C(=O)C3=C(C=CC(=C3C2=O)O)O)NCCNCCO. Drug 2: CC1OCC2C(O1)C(C(C(O2)OC3C4COC(=O)C4C(C5=CC6=C(C=C35)OCO6)C7=CC(=C(C(=C7)OC)O)OC)O)O. Cell line: SR. Synergy scores: CSS=97.8, Synergy_ZIP=7.53, Synergy_Bliss=7.13, Synergy_Loewe=6.14, Synergy_HSA=9.83. (2) Drug 1: CN1C(=O)N2C=NC(=C2N=N1)C(=O)N. Drug 2: CN(CCCl)CCCl.Cl. Cell line: OVCAR3. Synergy scores: CSS=11.3, Synergy_ZIP=-3.01, Synergy_Bliss=0.922, Synergy_Loewe=-9.03, Synergy_HSA=-3.24. (3) Drug 2: C(=O)(N)NO. Cell line: PC-3. Drug 1: C1CCC(CC1)NC(=O)N(CCCl)N=O. Synergy scores: CSS=10.4, Synergy_ZIP=-4.86, Synergy_Bliss=0.454, Synergy_Loewe=-6.64, Synergy_HSA=0.601. (4) Drug 1: CCCS(=O)(=O)NC1=C(C(=C(C=C1)F)C(=O)C2=CNC3=C2C=C(C=N3)C4=CC=C(C=C4)Cl)F. Drug 2: CN(C(=O)NC(C=O)C(C(C(CO)O)O)O)N=O. Cell line: MOLT-4. Synergy scores: CSS=-12.2, Synergy_ZIP=-0.0521, Synergy_Bliss=-11.3, Synergy_Loewe=-13.1, Synergy_HSA=-13.7. (5) Drug 1: C1=NC(=NC(=O)N1C2C(C(C(O2)CO)O)O)N. Drug 2: C1=NNC2=C1C(=O)NC=N2. Cell line: MALME-3M. Synergy scores: CSS=14.2, Synergy_ZIP=-2.91, Synergy_Bliss=1.79, Synergy_Loewe=-19.3, Synergy_HSA=1.91. (6) Drug 1: C1CCC(C1)C(CC#N)N2C=C(C=N2)C3=C4C=CNC4=NC=N3. Drug 2: C(CCl)NC(=O)N(CCCl)N=O. Cell line: SF-295. Synergy scores: CSS=4.53, Synergy_ZIP=-2.17, Synergy_Bliss=-1.98, Synergy_Loewe=-0.943, Synergy_HSA=-1.34. (7) Drug 1: CC1CCC2CC(C(=CC=CC=CC(CC(C(=O)C(C(C(=CC(C(=O)CC(OC(=O)C3CCCCN3C(=O)C(=O)C1(O2)O)C(C)CC4CCC(C(C4)OC)O)C)C)O)OC)C)C)C)OC. Drug 2: CC12CCC3C(C1CCC2OP(=O)(O)O)CCC4=C3C=CC(=C4)OC(=O)N(CCCl)CCCl.[Na+]. Cell line: CAKI-1. Synergy scores: CSS=9.05, Synergy_ZIP=-6.08, Synergy_Bliss=-1.59, Synergy_Loewe=-19.9, Synergy_HSA=-2.69. (8) Drug 1: C1C(C(OC1N2C=C(C(=O)NC2=O)F)CO)O. Drug 2: C1=CC=C(C(=C1)C(C2=CC=C(C=C2)Cl)C(Cl)Cl)Cl. Cell line: NCIH23. Synergy scores: CSS=13.5, Synergy_ZIP=-5.69, Synergy_Bliss=-3.41, Synergy_Loewe=-67.0, Synergy_HSA=-4.10.